This data is from Reaction yield outcomes from USPTO patents with 853,638 reactions. The task is: Predict the reaction yield, written as a fraction of the theoretical maximum amount of product (1.0 means a 100% yield; for example, 0.34 means a 34% yield). (1) The reactants are B(Br)(Br)Br.C[O:6][C:7]1[CH:8]=[C:9]([C@@H:15]([CH3:19])[C:16]([OH:18])=[O:17])[CH:10]=[C:11]([O:13]C)[CH:12]=1.CCCCCC. The catalyst is C(Cl)Cl. The product is [OH:6][C:7]1[CH:8]=[C:9]([C@@H:15]([CH3:19])[C:16]([OH:18])=[O:17])[CH:10]=[C:11]([OH:13])[CH:12]=1. The yield is 0.730. (2) The reactants are [NH2:1][C:2]1[CH:3]=[C:4]([CH:20]=[CH:21][CH:22]=1)[O:5][C:6]1[CH:7]=[CH:8][C:9]([NH:12][C:13]([N:15]2[CH2:19][CH2:18][CH2:17][CH2:16]2)=[O:14])=[N:10][CH:11]=1.O=C(Cl)[O:25][C:26](Cl)(Cl)Cl.[C:31]1([N:37]2[CH2:41][CH2:40][NH:39][C:38]2=[S:42])[CH:36]=[CH:35][CH:34]=[CH:33][CH:32]=1.[H-].[Na+]. The catalyst is C1COCC1. The product is [C:31]1([N:37]2[CH2:41][CH2:40][N:39]([C:26]([NH:1][C:2]3[CH:22]=[CH:21][CH:20]=[C:4]([O:5][C:6]4[CH:11]=[N:10][C:9]([NH:12][C:13]([N:15]5[CH2:16][CH2:17][CH2:18][CH2:19]5)=[O:14])=[CH:8][CH:7]=4)[CH:3]=3)=[O:25])[C:38]2=[S:42])[CH:32]=[CH:33][CH:34]=[CH:35][CH:36]=1. The yield is 0.200. (3) The product is [CH3:28][N:26]1[CH:27]=[C:23]([C:20]2[CH:21]=[CH:22][C:17]3[N:14]([C:12]([CH2:11][C:7]4[CH:6]=[C:5]5[C:10](=[CH:9][CH:8]=4)[N:1]=[CH:2][N:3]=[CH:4]5)=[N:19][N:18]=3)[N:15]=2)[CH:24]=[N:25]1. The reactants are [N:1]1[C:10]2[C:5](=[CH:6][C:7]([CH2:11][C:12]([NH:14][NH2:15])=O)=[CH:8][CH:9]=2)[CH:4]=[N:3][CH:2]=1.Cl[C:17]1[N:18]=[N:19][C:20]([C:23]2[CH:24]=[N:25][N:26]([CH3:28])[CH:27]=2)=[CH:21][CH:22]=1. The yield is 0.0700. The catalyst is C(O)CCC. (4) The reactants are [CH3:1][O:2][C:3]1[CH:10]=[CH:9][CH:8]=[CH:7][C:4]=1[CH:5]=[O:6].Br[C:12]1[CH:17]=[C:16]([O:18][CH3:19])[CH:15]=[C:14]([O:20][CH3:21])[CH:13]=1.C([Li])CCC.O1C2C=CC(C(C3C=C(OC)C=C(OC)C=3)O)=CC=2OCC1. No catalyst specified. The product is [CH3:19][O:18][C:16]1[CH:17]=[C:12]([CH:5]([C:4]2[CH:7]=[CH:8][CH:9]=[CH:10][C:3]=2[O:2][CH3:1])[OH:6])[CH:13]=[C:14]([O:20][CH3:21])[CH:15]=1. The yield is 0.850. (5) The product is [Cl:20][C:2]1[C:11]2[C:6](=[C:7]([CH3:12])[CH:8]=[CH:9][CH:10]=2)[N:5]=[C:4]([C:13]([O:15][CH2:16][CH3:17])=[O:14])[N:3]=1. The reactants are O[C:2]1[C:11]2[C:6](=[C:7]([CH3:12])[CH:8]=[CH:9][CH:10]=2)[N:5]=[C:4]([C:13]([O:15][CH2:16][CH3:17])=[O:14])[N:3]=1.O=P(Cl)(Cl)[Cl:20]. The catalyst is CN(C=O)C. The yield is 0.900. (6) The reactants are [F:1][C:2]1[CH:7]=[CH:6][C:5]([C:8]2[O:9][CH:10]=[N:11][N:12]=2)=[CH:4][CH:3]=1.[Li+].CC([N-]C(C)C)C.[C:21]([C:24]1[CH:29]=[CH:28][N:27]=[CH:26][CH:25]=1)(=[O:23])[CH3:22]. The catalyst is C1COCC1. The product is [F:1][C:2]1[CH:3]=[CH:4][C:5]([C:8]2[O:9][C:10]([C:21]([C:24]3[CH:29]=[CH:28][N:27]=[CH:26][CH:25]=3)([OH:23])[CH3:22])=[N:11][N:12]=2)=[CH:6][CH:7]=1. The yield is 0.0400. (7) The reactants are F[C:2]1[CH:10]=[CH:9][C:5]([C:6]([OH:8])=[O:7])=[CH:4][N:3]=1.[C:11]([O:15][C:16]([N:18]1[CH2:23][CH2:22][NH:21][C@H:20]([CH3:24])[CH2:19]1)=[O:17])([CH3:14])([CH3:13])[CH3:12].C([Mg]Cl)(C)C.Cl. The catalyst is O1CCCC1.O.CC(C)=O. The product is [C:11]([O:15][C:16]([N:18]1[CH2:23][CH2:22][N:21]([C:2]2[CH:10]=[CH:9][C:5]([C:6]([OH:8])=[O:7])=[CH:4][N:3]=2)[C@H:20]([CH3:24])[CH2:19]1)=[O:17])([CH3:14])([CH3:12])[CH3:13]. The yield is 0.960. (8) The reactants are [CH3:1][CH:2]1[C:7](=[CH2:8])[C:6](=[O:9])[CH:5]=[C:4]([C:10]2[CH:15]=[CH:14][N:13]=[CH:12][C:11]=2[N+:16]([O-:18])=[O:17])[CH2:3]1.O.O.O.O.O.O.O.[Cl-].[Ce+3].[Cl-].[Cl-].[BH4-].[Na+]. The catalyst is CO. The product is [CH3:1][C@@H:2]1[C:7](=[CH2:8])[C@H:6]([OH:9])[CH:5]=[C:4]([C:10]2[CH:15]=[CH:14][N:13]=[CH:12][C:11]=2[N+:16]([O-:18])=[O:17])[CH2:3]1. The yield is 0.500.